This data is from Catalyst prediction with 721,799 reactions and 888 catalyst types from USPTO. The task is: Predict which catalyst facilitates the given reaction. (1) Reactant: [C:1]([O:5][C:6]([N:8]1[CH2:13][CH2:12][CH:11]([CH:14]([C:20](OCC)=[O:21])[C:15](OCC)=[O:16])[CH2:10][CH2:9]1)=[O:7])([CH3:4])([CH3:3])[CH3:2].[BH4-].[Li+].C1(C)C=CC=CC=1. Product: [C:1]([O:5][C:6]([N:8]1[CH2:13][CH2:12][CH:11]([CH:14]([CH2:15][OH:16])[CH2:20][OH:21])[CH2:10][CH2:9]1)=[O:7])([CH3:4])([CH3:3])[CH3:2]. The catalyst class is: 1. (2) Reactant: CC1(C)[O:7][CH2:6][C:5]([NH:9][C:10]([CH2:12][O:13][C:14](=[O:32])[CH2:15][CH2:16][CH2:17][CH2:18][CH2:19][CH2:20][CH2:21][CH2:22][CH2:23][CH2:24][CH2:25][CH2:26][CH2:27][CH2:28][CH2:29][CH2:30][CH3:31])=[O:11])([CH3:8])[CH2:4][O:3]1.C1(C)C=CC(S(O)(=O)=O)=CC=1. Product: [OH:3][CH2:4][C:5]([NH:9][C:10]([CH2:12][O:13][C:14](=[O:32])[CH2:15][CH2:16][CH2:17][CH2:18][CH2:19][CH2:20][CH2:21][CH2:22][CH2:23][CH2:24][CH2:25][CH2:26][CH2:27][CH2:28][CH2:29][CH2:30][CH3:31])=[O:11])([CH2:6][OH:7])[CH3:8]. The catalyst class is: 6.